From a dataset of Forward reaction prediction with 1.9M reactions from USPTO patents (1976-2016). Predict the product of the given reaction. (1) Given the reactants [Na].[CH3:2][N:3]1[C:11]2[N:10]=[CH:9][N:8]([CH2:12]C3C=CC=CC=3)[C:7]=2[C:6](=[O:19])[NH:5][C:4]1=[O:20].[CH2:21]([CH:23]1[O:25][CH2:24]1)Cl, predict the reaction product. The product is: [O:25]1[CH2:24][CH:23]1[CH2:21][N:5]1[C:6](=[O:19])[C:7]2[N:8]([CH3:12])[CH:9]=[N:10][C:11]=2[N:3]([CH3:2])[C:4]1=[O:20]. (2) Given the reactants [CH2:1]([O:8][C:9]([NH:11][CH2:12][CH2:13][CH2:14][C@@H:15]([C:26]([NH:28][C@H:29]1[CH2:33][CH2:32][CH2:31][C@H:30]1[C:34]([O:36]C(C)(C)C)=[O:35])=[O:27])[NH:16][CH2:17][C:18]1[CH:23]=[CH:22][CH:21]=[C:20]([O:24][CH3:25])[CH:19]=1)=[O:10])[C:2]1[CH:7]=[CH:6][CH:5]=[CH:4][CH:3]=1.[ClH:41].C(OCC)(=O)C, predict the reaction product. The product is: [ClH:41].[CH2:1]([O:8][C:9]([NH:11][CH2:12][CH2:13][CH2:14][C@@H:15]([C:26]([NH:28][C@H:29]1[CH2:33][CH2:32][CH2:31][C@H:30]1[C:34]([OH:36])=[O:35])=[O:27])[NH:16][CH2:17][C:18]1[CH:23]=[CH:22][CH:21]=[C:20]([O:24][CH3:25])[CH:19]=1)=[O:10])[C:2]1[CH:3]=[CH:4][CH:5]=[CH:6][CH:7]=1. (3) Given the reactants [Li+].[BH4-].Cl[Si](C)(C)C.Cl.[NH2:9][C:10]([C:15]1[CH:20]=[CH:19][C:18]([F:21])=[CH:17][C:16]=1[F:22])([CH3:14])[C:11](O)=[O:12], predict the reaction product. The product is: [NH2:9][C:10]([C:15]1[CH:20]=[CH:19][C:18]([F:21])=[CH:17][C:16]=1[F:22])([CH3:14])[CH2:11][OH:12]. (4) Given the reactants [CH2:1]([NH:8][C:9]1[CH:14]=[CH:13][C:12]([CH2:15][C:16]#[N:17])=[CH:11][CH:10]=1)[C:2]1[CH:7]=[CH:6][CH:5]=[CH:4][CH:3]=1.C=O.[C-:20]#[N:21].[Na+].Cl.[CH3:24]O, predict the reaction product. The product is: [C:20]([CH2:24][N:8]([CH2:1][C:2]1[CH:3]=[CH:4][CH:5]=[CH:6][CH:7]=1)[C:9]1[CH:10]=[CH:11][C:12]([CH2:15][C:16]#[N:17])=[CH:13][CH:14]=1)#[N:21]. (5) Given the reactants Br[C:2]1[CH:7]=[CH:6][C:5]([C:8]2([CH3:23])[CH2:11][N:10]([C:12]3[NH:13][C:14](=[O:22])[C:15]4[CH:20]=[CH:19][N:18]([CH3:21])[C:16]=4[N:17]=3)[CH2:9]2)=[CH:4][CH:3]=1.[H][H], predict the reaction product. The product is: [CH3:21][N:18]1[C:16]2[N:17]=[C:12]([N:10]3[CH2:9][C:8]([CH3:23])([C:5]4[CH:6]=[CH:7][CH:2]=[CH:3][CH:4]=4)[CH2:11]3)[NH:13][C:14](=[O:22])[C:15]=2[CH:20]=[CH:19]1. (6) Given the reactants [CH3:1][C:2]1[O:6][N:5]=[C:4]([C:7]2[CH:12]=[CH:11][CH:10]=[CH:9][C:8]=2[C:13]([F:16])([F:15])[F:14])[C:3]=1[C:17]([OH:19])=O.Cl.C(N=C=NCCCN(C)C)C.[F:32][C:33]1[CH:38]=[CH:37][CH:36]=[CH:35][C:34]=1[N:39]1[CH2:44][CH2:43][NH:42][CH2:41][CH2:40]1, predict the reaction product. The product is: [F:32][C:33]1[CH:38]=[CH:37][CH:36]=[CH:35][C:34]=1[N:39]1[CH2:44][CH2:43][N:42]([C:17]([C:3]2[C:4]([C:7]3[CH:12]=[CH:11][CH:10]=[CH:9][C:8]=3[C:13]([F:14])([F:15])[F:16])=[N:5][O:6][C:2]=2[CH3:1])=[O:19])[CH2:41][CH2:40]1.